This data is from Full USPTO retrosynthesis dataset with 1.9M reactions from patents (1976-2016). The task is: Predict the reactants needed to synthesize the given product. (1) Given the product [NH2:22][CH2:21][C:20]([F:25])([F:19])[CH2:23][NH:24][C:2]([NH:1][C:4]1[CH:9]=[CH:8][CH:7]=[C:6]([B:10]2[O:14][C:13]([CH3:16])([CH3:15])[C:12]([CH3:18])([CH3:17])[O:11]2)[CH:5]=1)=[O:3], predict the reactants needed to synthesize it. The reactants are: [N:1]([C:4]1[CH:5]=[C:6]([B:10]2[O:14][C:13]([CH3:16])([CH3:15])[C:12]([CH3:18])([CH3:17])[O:11]2)[CH:7]=[CH:8][CH:9]=1)=[C:2]=[O:3].[F:19][C:20]([F:25])([CH2:23][NH2:24])[CH2:21][NH2:22].C(N(CC)CC)C. (2) Given the product [CH3:1][C:2]1([CH3:21])[N:6]([CH2:25][C:26](=[O:27])[C:28]2[CH:33]=[CH:32][CH:31]=[CH:30][CH:29]=2)[C:5](=[O:7])[N:4]([C:8]([C:10]2[C:19]3[C:14](=[CH:15][CH:16]=[CH:17][CH:18]=3)[CH:13]=[CH:12][CH:11]=2)=[O:9])[C:3]1=[O:20], predict the reactants needed to synthesize it. The reactants are: [CH3:1][C:2]1([CH3:21])[NH:6][C:5](=[O:7])[N:4]([C:8]([C:10]2[C:19]3[C:14](=[CH:15][CH:16]=[CH:17][CH:18]=3)[CH:13]=[CH:12][CH:11]=2)=[O:9])[C:3]1=[O:20].[H-].[Na+].Br[CH2:25][C:26]([C:28]1[CH:33]=[CH:32][CH:31]=[CH:30][CH:29]=1)=[O:27].C(OCC)(=O)C. (3) The reactants are: [NH2:1][C@H:2]1[CH2:6][CH2:5][N:4]([C:7]2[CH:16]=[C:15]3[C:10]([CH2:11][CH2:12][N:13]([C:17]([O:19][C:20]([CH3:23])([CH3:22])[CH3:21])=[O:18])[CH2:14]3)=[CH:9][CH:8]=2)[C:3]1=[O:24].[Cl:25][C:26]1[S:30][C:29](/[CH:31]=[CH:32]/[S:33](Cl)(=[O:35])=[O:34])=[CH:28][CH:27]=1. Given the product [Cl:25][C:26]1[S:30][C:29](/[CH:31]=[CH:32]/[S:33]([NH:1][C@H:2]2[CH2:6][CH2:5][N:4]([C:7]3[CH:16]=[C:15]4[C:10]([CH2:11][CH2:12][N:13]([C:17]([O:19][C:20]([CH3:21])([CH3:23])[CH3:22])=[O:18])[CH2:14]4)=[CH:9][CH:8]=3)[C:3]2=[O:24])(=[O:35])=[O:34])=[CH:28][CH:27]=1, predict the reactants needed to synthesize it. (4) Given the product [CH2:11]([C:15]1[N:16]=[C:17]2[CH:32]=[CH:31][CH:30]=[CH:29][N:18]2[C:19](=[O:28])[C:20]=1[C:21]1[CH:26]=[CH:25][C:24]([NH:1][C@@H:2]2[CH2:7][CH2:6][N:4]([C:8]([O:10][C:42]([CH3:43])([CH3:41])[CH3:37])=[O:9])[CH2:3]2)=[N:23][CH:22]=1)[CH2:12][CH2:13][CH3:14], predict the reactants needed to synthesize it. The reactants are: [NH2:1][CH:2]1[CH2:7][CH2:6]C[N:4]([C:8]([O-:10])=[O:9])[CH2:3]1.[CH2:11]([C:15]1[N:16]=[C:17]2[CH:32]=[CH:31][CH:30]=[CH:29][N:18]2[C:19](=[O:28])[C:20]=1[C:21]1[CH:22]=[N:23][C:24](Cl)=[CH:25][CH:26]=1)[CH2:12][CH2:13][CH3:14].C([C:37]1N=C2C=CC=CN2[C:41](=O)[C:42]=1[C:43]1C=CC(Cl)=CC=1)CCC. (5) Given the product [CH2:1]([N:8]1[CH2:13][CH2:12][CH:11]([O:14][CH:18]([C:19]2[CH:20]=[CH:21][C:22]([Cl:25])=[CH:23][CH:24]=2)[C:17]2[CH:27]=[CH:28][CH:29]=[CH:30][C:16]=2[Cl:15])[CH2:10][CH2:9]1)[C:2]1[CH:3]=[CH:4][CH:5]=[CH:6][CH:7]=1, predict the reactants needed to synthesize it. The reactants are: [CH2:1]([N:8]1[CH2:13][CH2:12][CH:11]([OH:14])[CH2:10][CH2:9]1)[C:2]1[CH:7]=[CH:6][CH:5]=[CH:4][CH:3]=1.[Cl:15][C:16]1[CH:30]=[CH:29][CH:28]=[CH:27][C:17]=1[CH:18](O)[C:19]1[CH:24]=[CH:23][C:22]([Cl:25])=[CH:21][CH:20]=1.C1(C)C=CC(S(O)(=O)=O)=CC=1. (6) Given the product [C:14]([O:13][C:11]([NH:4][C:3]1[C:5]([CH3:10])=[CH:6][C:7]([CH3:9])=[CH:8][C:2]=1[CH3:1])=[O:12])([CH3:17])([CH3:16])[CH3:15], predict the reactants needed to synthesize it. The reactants are: [CH3:1][C:2]1[CH:8]=[C:7]([CH3:9])[CH:6]=[C:5]([CH3:10])[C:3]=1[NH2:4].[C:11](O[C:11]([O:13][C:14]([CH3:17])([CH3:16])[CH3:15])=[O:12])([O:13][C:14]([CH3:17])([CH3:16])[CH3:15])=[O:12].NC1C=CC=CC=1. (7) The reactants are: [CH3:1][C:2]1[O:3][C:4]2[CH:10]=[CH:9][C:8]([O:11][C:12]3[CH:17]=[CH:16][C:15]([N+:18]([O-])=O)=[CH:14][C:13]=3[CH3:21])=[CH:7][C:5]=2[N:6]=1.[H][H]. Given the product [CH3:21][C:13]1[CH:14]=[C:15]([NH2:18])[CH:16]=[CH:17][C:12]=1[O:11][C:8]1[CH:9]=[CH:10][C:4]2[O:3][C:2]([CH3:1])=[N:6][C:5]=2[CH:7]=1, predict the reactants needed to synthesize it.